Dataset: Reaction yield outcomes from USPTO patents with 853,638 reactions. Task: Predict the reaction yield, written as a fraction of the theoretical maximum amount of product (1.0 means a 100% yield; for example, 0.34 means a 34% yield). The reactants are C([N:14]1[CH2:17][C:16]([C:19]2[CH:24]=[CH:23][C:22]([C:25]3[CH2:29][C:28]([C:34]4[CH:39]=[C:38]([Cl:40])[C:37]([Cl:41])=[C:36]([Cl:42])[CH:35]=4)([C:30]([F:33])([F:32])[F:31])[O:27][N:26]=3)=[CH:21][C:20]=2[Br:43])([F:18])[CH2:15]1)(C1C=CC=CC=1)C1C=CC=CC=1.ClC(OC(Cl)C)=O. The catalyst is CC#N.C(Cl)Cl. The product is [Br:43][C:20]1[CH:21]=[C:22]([C:25]2[CH2:29][C:28]([C:34]3[CH:39]=[C:38]([Cl:40])[C:37]([Cl:41])=[C:36]([Cl:42])[CH:35]=3)([C:30]([F:33])([F:31])[F:32])[O:27][N:26]=2)[CH:23]=[CH:24][C:19]=1[C:16]1([F:18])[CH2:17][NH:14][CH2:15]1. The yield is 0.870.